This data is from NCI-60 drug combinations with 297,098 pairs across 59 cell lines. The task is: Regression. Given two drug SMILES strings and cell line genomic features, predict the synergy score measuring deviation from expected non-interaction effect. (1) Synergy scores: CSS=43.4, Synergy_ZIP=4.84, Synergy_Bliss=4.78, Synergy_Loewe=-57.8, Synergy_HSA=1.03. Drug 1: CC12CCC3C(C1CCC2NC(=O)OCC(F)(F)F)CCC4C3(C=CC(=O)N4C)C. Drug 2: B(C(CC(C)C)NC(=O)C(CC1=CC=CC=C1)NC(=O)C2=NC=CN=C2)(O)O. Cell line: SK-OV-3. (2) Synergy scores: CSS=10.7, Synergy_ZIP=1.75, Synergy_Bliss=14.7, Synergy_Loewe=6.91, Synergy_HSA=8.79. Drug 2: CCCS(=O)(=O)NC1=C(C(=C(C=C1)F)C(=O)C2=CNC3=C2C=C(C=N3)C4=CC=C(C=C4)Cl)F. Drug 1: CN(C)N=NC1=C(NC=N1)C(=O)N. Cell line: RPMI-8226.